Regression. Given two drug SMILES strings and cell line genomic features, predict the synergy score measuring deviation from expected non-interaction effect. From a dataset of NCI-60 drug combinations with 297,098 pairs across 59 cell lines. (1) Drug 1: C1=CC(=CC=C1CCCC(=O)O)N(CCCl)CCCl. Drug 2: CCC1(CC2CC(C3=C(CCN(C2)C1)C4=CC=CC=C4N3)(C5=C(C=C6C(=C5)C78CCN9C7C(C=CC9)(C(C(C8N6C)(C(=O)OC)O)OC(=O)C)CC)OC)C(=O)OC)O.OS(=O)(=O)O. Cell line: MCF7. Synergy scores: CSS=42.7, Synergy_ZIP=-7.68, Synergy_Bliss=-6.19, Synergy_Loewe=-5.42, Synergy_HSA=-3.21. (2) Drug 1: CN(C)C1=NC(=NC(=N1)N(C)C)N(C)C. Drug 2: CN1C(=O)N2C=NC(=C2N=N1)C(=O)N. Cell line: SK-MEL-5. Synergy scores: CSS=-3.06, Synergy_ZIP=5.16, Synergy_Bliss=8.85, Synergy_Loewe=-1.04, Synergy_HSA=0.521. (3) Drug 1: C1CCN(CC1)CCOC2=CC=C(C=C2)C(=O)C3=C(SC4=C3C=CC(=C4)O)C5=CC=C(C=C5)O. Drug 2: C1CC(=O)NC(=O)C1N2CC3=C(C2=O)C=CC=C3N. Cell line: T-47D. Synergy scores: CSS=8.71, Synergy_ZIP=-6.05, Synergy_Bliss=-3.17, Synergy_Loewe=-2.42, Synergy_HSA=-1.70. (4) Drug 1: C1CC2CC3=C(CC1C24CN(S(=O)(=O)N4)CC(F)(F)F)C=CC(=C3)C=CCN5CCC(CC5)C(F)(F)F. Drug 2: CCC1(CC2CC(C3=C(CCN(C2)C1)C4=CC=CC=C4N3)(C5=C(C=C6C(=C5)C78CCN9C7C(C=CC9)(C(C(C8N6C)(C(=O)OC)O)OC(=O)C)CC)OC)C(=O)OC)O. Cell line: HT29. Synergy scores: CSS=82.7, Synergy_ZIP=2.06, Synergy_Bliss=1.06, Synergy_Loewe=-0.881, Synergy_HSA=4.53. (5) Drug 1: CC1=C(C(=CC=C1)Cl)NC(=O)C2=CN=C(S2)NC3=CC(=NC(=N3)C)N4CCN(CC4)CCO. Drug 2: CCCCC(=O)OCC(=O)C1(CC(C2=C(C1)C(=C3C(=C2O)C(=O)C4=C(C3=O)C=CC=C4OC)O)OC5CC(C(C(O5)C)O)NC(=O)C(F)(F)F)O. Cell line: SNB-19. Synergy scores: CSS=36.6, Synergy_ZIP=4.13, Synergy_Bliss=5.49, Synergy_Loewe=3.31, Synergy_HSA=5.33.